Dataset: Reaction yield outcomes from USPTO patents with 853,638 reactions. Task: Predict the reaction yield, written as a fraction of the theoretical maximum amount of product (1.0 means a 100% yield; for example, 0.34 means a 34% yield). (1) The reactants are Cl[C:2]1[NH:7][C:6](=[O:8])[C:5]2[CH:9]=[CH:10][N:11]([CH3:12])[C:4]=2[CH:3]=1.[F:13][C:14]1[CH:19]=[CH:18][CH:17]=[CH:16][C:15]=1[N:20]1[CH2:25][CH2:24][NH:23][CH2:22][CH2:21]1. The catalyst is C(Cl)Cl.CO. The product is [F:13][C:14]1[CH:19]=[CH:18][CH:17]=[CH:16][C:15]=1[N:20]1[CH2:25][CH2:24][N:23]([C:2]2[NH:7][C:6](=[O:8])[C:5]3[CH:9]=[CH:10][N:11]([CH3:12])[C:4]=3[CH:3]=2)[CH2:22][CH2:21]1. The yield is 0.658. (2) The reactants are C(N(CC)CC)C.[Br:8][C:9]1[C:10]([F:19])=[C:11]2[C:17]([NH2:18])=[CH:16][NH:15][C:12]2=[N:13][CH:14]=1.C[C:21]1([C:24]([OH:26])=O)[CH2:23][CH2:22]1.[O:27]=[C:28]1N(P(Cl)(N2CCOC2=O)=O)CCO1. The catalyst is ClCCl. The product is [Br:8][C:9]1[C:10]([F:19])=[C:11]2[C:17]([NH:18][C:24]([C:21]3([O:27][CH3:28])[CH2:23][CH2:22]3)=[O:26])=[CH:16][NH:15][C:12]2=[N:13][CH:14]=1. The yield is 0.600. (3) The reactants are I.[NH2:2][CH:3]([S:10][CH3:11])/[N:4]=[C:5](/N(C)C)\[CH3:6].Cl[C:13](=[O:20])[CH2:14][C:15]([O:17][CH2:18][CH3:19])=[O:16].C(N(CC)CC)C. The catalyst is ClCCl. The product is [CH3:6][C:5]1[N:4]=[C:3]([S:10][CH3:11])[NH:2][C:13](=[O:20])[C:14]=1[C:15]([O:17][CH2:18][CH3:19])=[O:16]. The yield is 0.620. (4) The reactants are [Na].F[C:3]1[N:8]=[C:7]([C:9]2([C:13]#[N:14])[CH2:12][CH2:11][CH2:10]2)[CH:6]=[CH:5][CH:4]=1.[CH3:15][OH:16]. No catalyst specified. The product is [CH3:15][O:16][C:3]1[N:8]=[C:7]([C:9]2([C:13]#[N:14])[CH2:12][CH2:11][CH2:10]2)[CH:6]=[CH:5][CH:4]=1. The yield is 0.970. (5) The reactants are [C:1]([C:5]1[O:9][N:8]=[C:7]([NH:10][C:11]([NH:13][C:14]2[CH:19]=[CH:18][CH:17]=[C:16]([O:20][C:21]3[C:30]4[C:25](=[CH:26][C:27]([O:33][CH2:34][CH2:35]Cl)=[C:28]([O:31][CH3:32])[CH:29]=4)[N:24]=[CH:23][N:22]=3)[CH:15]=2)=[O:12])[CH:6]=1)([CH3:4])([CH3:3])[CH3:2].[NH:37]1[CH2:42][CH2:41][CH:40]([CH2:43][OH:44])[CH2:39][CH2:38]1. No catalyst specified. The product is [C:1]([C:5]1[O:9][N:8]=[C:7]([NH:10][C:11]([NH:13][C:14]2[CH:19]=[CH:18][CH:17]=[C:16]([O:20][C:21]3[C:30]4[C:25](=[CH:26][C:27]([O:33][CH2:34][CH2:35][N:37]5[CH2:42][CH2:41][CH:40]([CH2:43][OH:44])[CH2:39][CH2:38]5)=[C:28]([O:31][CH3:32])[CH:29]=4)[N:24]=[CH:23][N:22]=3)[CH:15]=2)=[O:12])[CH:6]=1)([CH3:4])([CH3:3])[CH3:2]. The yield is 0.160. (6) The reactants are [Br:1][C:2]1[CH:10]=[CH:9][CH:8]=[C:7]2[C:3]=1[CH:4]=[N:5][NH:6]2.[C:11](Cl)(=[O:18])[C:12]1[CH:17]=[CH:16][CH:15]=[CH:14][CH:13]=1.C(=O)(O)[O-].[Na+]. The catalyst is C(Cl)Cl. The product is [Br:1][C:2]1[CH:10]=[CH:9][CH:8]=[C:7]2[C:3]=1[CH:4]=[N:5][N:6]2[C:11]([C:12]1[CH:17]=[CH:16][CH:15]=[CH:14][CH:13]=1)=[O:18]. The yield is 0.850. (7) The reactants are [Br:1][C:2]1[C:10]([N+:11]([O-:13])=[O:12])=[CH:9][CH:8]=[CH:7][C:3]=1[C:4]([OH:6])=[O:5].IC.[C:16](=O)([O-])[O-].[K+].[K+].O. The catalyst is CN(C=O)C. The product is [Br:1][C:2]1[C:10]([N+:11]([O-:13])=[O:12])=[CH:9][CH:8]=[CH:7][C:3]=1[C:4]([O:6][CH3:16])=[O:5]. The yield is 0.960.